Dataset: Catalyst prediction with 721,799 reactions and 888 catalyst types from USPTO. Task: Predict which catalyst facilitates the given reaction. (1) Reactant: [F:1][C:2]1[CH:3]=[C:4]([CH:13]=[CH:14][C:15]=1[C:16]1[S:17][C:18]2[C:23]([N:24]=1)=[CH:22][CH:21]=[C:20]([C:25]1([C:28]3[CH:33]=[CH:32][CH:31]=[CH:30][CH:29]=3)[CH2:27][CH2:26]1)[N:19]=2)[CH2:5][NH:6][CH2:7][C:8]([O:10]CC)=[O:9].O.O.[OH-].[Li+]. Product: [F:1][C:2]1[CH:3]=[C:4]([CH:13]=[CH:14][C:15]=1[C:16]1[S:17][C:18]2[C:23]([N:24]=1)=[CH:22][CH:21]=[C:20]([C:25]1([C:28]3[CH:29]=[CH:30][CH:31]=[CH:32][CH:33]=3)[CH2:26][CH2:27]1)[N:19]=2)[CH2:5][NH:6][CH2:7][C:8]([OH:10])=[O:9]. The catalyst class is: 1. (2) Reactant: [C:1]([CH:4]([CH2:32][CH2:33][C:34]([F:37])([CH3:36])[CH3:35])[CH2:5][CH:6]([O:28]C(=O)C)[CH:7]([NH:15][C:16]([C:18]1[CH:27]=[N:26][C:25]2[C:20](=[CH:21][CH:22]=[CH:23][CH:24]=2)[N:19]=1)=[O:17])[CH2:8][C:9]1[CH:14]=[CH:13][CH:12]=[CH:11][CH:10]=1)(=[NH:3])[NH2:2].C(=O)([O-])[O-].[K+].[K+]. Product: [CH2:8]([CH:7]([NH:15][C:16]([C:18]1[CH:27]=[N:26][C:25]2[C:20](=[CH:21][CH:22]=[CH:23][CH:24]=2)[N:19]=1)=[O:17])[CH:6]([OH:28])[CH2:5][CH:4]([C:1](=[NH:2])[NH2:3])[CH2:32][CH2:33][C:34]([F:37])([CH3:36])[CH3:35])[C:9]1[CH:14]=[CH:13][CH:12]=[CH:11][CH:10]=1. The catalyst class is: 5. (3) Reactant: [CH:1]1([NH:4][C:5]2[C:10]([C:11]([NH2:13])=[O:12])=[CH:9][N:8]=[C:7]([NH:14][C:15]3[CH:20]=[CH:19][C:18]([CH:21]4[CH2:26][CH2:25][NH:24][CH2:23][CH2:22]4)=[CH:17][CH:16]=3)[CH:6]=2)[CH2:3][CH2:2]1.CCN(C(C)C)C(C)C.[CH2:36]([S:38](Cl)(=[O:40])=[O:39])[CH3:37].C(O)(C(F)(F)F)=O. Product: [CH:1]1([NH:4][C:5]2[C:10]([C:11]([NH2:13])=[O:12])=[CH:9][N:8]=[C:7]([NH:14][C:15]3[CH:20]=[CH:19][C:18]([CH:21]4[CH2:26][CH2:25][N:24]([S:38]([CH2:36][CH3:37])(=[O:40])=[O:39])[CH2:23][CH2:22]4)=[CH:17][CH:16]=3)[CH:6]=2)[CH2:3][CH2:2]1. The catalyst class is: 58. (4) Reactant: [CH2:1]([C:3]1[CH:8]=[CH:7][CH:6]=[C:5]([CH2:9][CH3:10])[C:4]=1/[CH:11]=N/C(C(C)C)C(C)C)[CH3:2].[OH-:20].[Na+]. Product: [CH2:1]([C:3]1[CH:8]=[CH:7][CH:6]=[C:5]([CH2:9][CH3:10])[C:4]=1[CH:11]=[O:20])[CH3:2]. The catalyst class is: 295. (5) Reactant: C(OC(=O)[NH:7][C:8]1[CH:9]=[N:10][N:11]([C:13]2[CH:18]=[CH:17][CH:16]=[CH:15][N:14]=2)[CH:12]=1)(C)(C)C.Cl.[OH-].[Na+]. Product: [N:14]1[CH:15]=[CH:16][CH:17]=[CH:18][C:13]=1[N:11]1[CH:12]=[C:8]([NH2:7])[CH:9]=[N:10]1. The catalyst class is: 12.